Regression. Given two drug SMILES strings and cell line genomic features, predict the synergy score measuring deviation from expected non-interaction effect. From a dataset of NCI-60 drug combinations with 297,098 pairs across 59 cell lines. (1) Drug 1: CC1=C(C=C(C=C1)C(=O)NC2=CC(=CC(=C2)C(F)(F)F)N3C=C(N=C3)C)NC4=NC=CC(=N4)C5=CN=CC=C5. Drug 2: B(C(CC(C)C)NC(=O)C(CC1=CC=CC=C1)NC(=O)C2=NC=CN=C2)(O)O. Cell line: SF-295. Synergy scores: CSS=37.5, Synergy_ZIP=-0.697, Synergy_Bliss=-1.65, Synergy_Loewe=-37.5, Synergy_HSA=-2.93. (2) Drug 1: CN1C(=O)N2C=NC(=C2N=N1)C(=O)N. Drug 2: CC=C1C(=O)NC(C(=O)OC2CC(=O)NC(C(=O)NC(CSSCCC=C2)C(=O)N1)C(C)C)C(C)C. Cell line: MOLT-4. Synergy scores: CSS=58.3, Synergy_ZIP=-2.77, Synergy_Bliss=-4.83, Synergy_Loewe=-44.5, Synergy_HSA=-3.53. (3) Drug 2: C1CNP(=O)(OC1)N(CCCl)CCCl. Cell line: HCC-2998. Drug 1: C1CC(C1)(C(=O)O)C(=O)O.[NH2-].[NH2-].[Pt+2]. Synergy scores: CSS=17.3, Synergy_ZIP=-7.64, Synergy_Bliss=-9.42, Synergy_Loewe=11.3, Synergy_HSA=-4.30. (4) Drug 1: CC1OCC2C(O1)C(C(C(O2)OC3C4COC(=O)C4C(C5=CC6=C(C=C35)OCO6)C7=CC(=C(C(=C7)OC)O)OC)O)O. Drug 2: N.N.Cl[Pt+2]Cl. Cell line: PC-3. Synergy scores: CSS=11.4, Synergy_ZIP=-6.11, Synergy_Bliss=-5.19, Synergy_Loewe=-5.57, Synergy_HSA=-3.77. (5) Drug 1: COC1=NC(=NC2=C1N=CN2C3C(C(C(O3)CO)O)O)N. Drug 2: CCC1=C2CN3C(=CC4=C(C3=O)COC(=O)C4(CC)O)C2=NC5=C1C=C(C=C5)O. Cell line: MDA-MB-435. Synergy scores: CSS=7.59, Synergy_ZIP=-2.97, Synergy_Bliss=-1.11, Synergy_Loewe=-21.8, Synergy_HSA=-6.64. (6) Drug 1: CN(C)N=NC1=C(NC=N1)C(=O)N. Drug 2: CN(CCCl)CCCl.Cl. Cell line: COLO 205. Synergy scores: CSS=41.1, Synergy_ZIP=1.29, Synergy_Bliss=3.23, Synergy_Loewe=-21.1, Synergy_HSA=2.17. (7) Drug 1: CC(C1=C(C=CC(=C1Cl)F)Cl)OC2=C(N=CC(=C2)C3=CN(N=C3)C4CCNCC4)N. Drug 2: CC1OCC2C(O1)C(C(C(O2)OC3C4COC(=O)C4C(C5=CC6=C(C=C35)OCO6)C7=CC(=C(C(=C7)OC)O)OC)O)O. Cell line: SK-MEL-2. Synergy scores: CSS=38.1, Synergy_ZIP=6.80, Synergy_Bliss=7.68, Synergy_Loewe=1.86, Synergy_HSA=6.79. (8) Drug 1: CCC1(CC2CC(C3=C(CCN(C2)C1)C4=CC=CC=C4N3)(C5=C(C=C6C(=C5)C78CCN9C7C(C=CC9)(C(C(C8N6C)(C(=O)OC)O)OC(=O)C)CC)OC)C(=O)OC)O.OS(=O)(=O)O. Drug 2: CCC1=C2CN3C(=CC4=C(C3=O)COC(=O)C4(CC)O)C2=NC5=C1C=C(C=C5)O. Cell line: HCC-2998. Synergy scores: CSS=29.4, Synergy_ZIP=1.09, Synergy_Bliss=0.495, Synergy_Loewe=-10.1, Synergy_HSA=2.04. (9) Cell line: OVCAR-5. Drug 1: C1CC(C1)(C(=O)O)C(=O)O.[NH2-].[NH2-].[Pt+2]. Drug 2: C1=NC2=C(N=C(N=C2N1C3C(C(C(O3)CO)O)F)Cl)N. Synergy scores: CSS=6.31, Synergy_ZIP=0.443, Synergy_Bliss=2.46, Synergy_Loewe=-0.149, Synergy_HSA=1.04.